From a dataset of Peptide-MHC class I binding affinity with 185,985 pairs from IEDB/IMGT. Regression. Given a peptide amino acid sequence and an MHC pseudo amino acid sequence, predict their binding affinity value. This is MHC class I binding data. (1) The MHC is HLA-B45:06 with pseudo-sequence HLA-B45:06. The binding affinity (normalized) is 0.213. The peptide sequence is HPASRLFPF. (2) The peptide sequence is VLEKKVCAIT. The MHC is HLA-A68:02 with pseudo-sequence HLA-A68:02. The binding affinity (normalized) is 0. (3) The peptide sequence is STTTGRTPL. The MHC is H-2-Kb with pseudo-sequence H-2-Kb. The binding affinity (normalized) is 0.307. (4) The peptide sequence is KLVDFRELNK. The MHC is HLA-A26:01 with pseudo-sequence HLA-A26:01. The binding affinity (normalized) is 0. (5) The peptide sequence is IEDDEIIWV. The MHC is HLA-A02:03 with pseudo-sequence HLA-A02:03. The binding affinity (normalized) is 0.0847. (6) The peptide sequence is RRWCFDGPR. The binding affinity (normalized) is 0.779. The MHC is HLA-B27:05 with pseudo-sequence HLA-B27:05. (7) The peptide sequence is HSNVKELVF. The MHC is Mamu-B08 with pseudo-sequence Mamu-B08. The binding affinity (normalized) is 0.